From a dataset of Forward reaction prediction with 1.9M reactions from USPTO patents (1976-2016). Predict the product of the given reaction. (1) Given the reactants C[O:2][C:3]([C@@H:5]1[CH2:9][C@@H:8]([S:10]([CH2:13][CH:14]2[CH2:16][CH2:15]2)(=[O:12])=[O:11])[CH2:7][N:6]1[C:17]1[N:18]([CH2:23][CH2:24][C:25]2[CH:30]=[CH:29][CH:28]=[CH:27][CH:26]=2)[N:19]=[C:20]([CH3:22])[CH:21]=1)=[O:4].[OH-].[Li+], predict the reaction product. The product is: [CH:14]1([CH2:13][S:10]([C@H:8]2[CH2:7][N:6]([C:17]3[N:18]([CH2:23][CH2:24][C:25]4[CH:30]=[CH:29][CH:28]=[CH:27][CH:26]=4)[N:19]=[C:20]([CH3:22])[CH:21]=3)[C@H:5]([C:3]([OH:4])=[O:2])[CH2:9]2)(=[O:11])=[O:12])[CH2:16][CH2:15]1. (2) Given the reactants [O-:1][CH2:2]C.[Na+].C[C:6]1[CH:11]=[CH:10][C:9]([CH2:12][C:13]#[N:14])=[CH:8][CH:7]=1.[CH2:15]([O:17][CH2:18][C:19](OCC)=[O:20])[CH3:16], predict the reaction product. The product is: [CH2:15]([O:17][CH2:18][C:19](=[O:20])[CH:12]([C:9]1[CH:8]=[CH:7][C:6]([O:1][CH3:2])=[CH:11][CH:10]=1)[C:13]#[N:14])[CH3:16].